From a dataset of Forward reaction prediction with 1.9M reactions from USPTO patents (1976-2016). Predict the product of the given reaction. (1) Given the reactants [N+:1]([O-:4])(O)=[O:2].S(=O)(=O)(O)O.[OH:10][C:11]1[CH:18]=[C:17]([CH3:19])[C:14]([C:15]#[N:16])=[C:13]([CH3:20])[N:12]=1.[OH-].[Na+], predict the reaction product. The product is: [OH:10][C:11]1[C:18]([N+:1]([O-:4])=[O:2])=[C:17]([CH3:19])[C:14]([C:15]#[N:16])=[C:13]([CH3:20])[N:12]=1. (2) Given the reactants C(=O)([O-])[O-].[K+].[K+].[Br:7][C:8]1[CH:13]=[CH:12][C:11]([NH:14][C:15](=[O:18])[CH2:16]Cl)=[CH:10][CH:9]=1.[OH:19][C:20]1[CH:29]=[CH:28][CH:27]=[CH:26][C:21]=1[C:22]([O:24][CH3:25])=[O:23].Cl, predict the reaction product. The product is: [Br:7][C:8]1[CH:13]=[CH:12][C:11]([NH:14][C:15](=[O:18])[CH2:16][O:19][C:20]2[CH:29]=[CH:28][CH:27]=[CH:26][C:21]=2[C:22]([O:24][CH3:25])=[O:23])=[CH:10][CH:9]=1. (3) Given the reactants [NH:1]1[C:9]2[C:4](=[CH:5][CH:6]=[CH:7][CH:8]=2)[C:3]([CH2:10][CH2:11][NH:12][C:13]([CH2:15][CH2:16][CH2:17][C:18]([OH:20])=[O:19])=[O:14])=[CH:2]1.[CH3:21]O, predict the reaction product. The product is: [NH:1]1[C:9]2[C:4](=[CH:5][CH:6]=[CH:7][CH:8]=2)[C:3]([CH2:10][CH2:11][NH:12][C:13]([CH2:15][CH2:16][CH2:17][C:18]([O:20][CH3:21])=[O:19])=[O:14])=[CH:2]1. (4) Given the reactants [Br:1][C:2]1[CH:3]=[C:4]2[C:8](=[CH:9][CH:10]=1)[NH:7][CH:6]=[C:5]2[CH3:11].[BH3-]C#N.[Na+], predict the reaction product. The product is: [Br:1][C:2]1[CH:3]=[C:4]2[C:8](=[CH:9][CH:10]=1)[NH:7][CH2:6][CH:5]2[CH3:11]. (5) Given the reactants ONC([C@@H]([NH:15][C:16]([C:18]1[CH:23]=[CH:22][C:21](C#CC2C=CC(NC(=O)CNC(OC(C)(C)C)=O)=CC=2)=[CH:20][CH:19]=1)=[O:17])CNC(OC(C)(C)C)=O)=O.C(O)(C(F)(F)F)=O.C(Cl)Cl, predict the reaction product. The product is: [C:16]([NH2:15])(=[O:17])[C:18]1[CH:23]=[CH:22][CH:21]=[CH:20][CH:19]=1. (6) Given the reactants [C:1]([C@@H:5]1[NH:26][C:25](=[O:27])[O:24][CH2:23][CH2:22][CH2:21][CH2:20][CH2:19][CH:18]=[CH:17][C:16]2[CH:28]=[CH:29][CH:30]=[CH:31][C:15]=2[C:14]#[C:13][CH2:12][O:11][C@H:10]2[CH2:32][N:7]([C@H:8]([C:33]([O:35][CH3:36])=[O:34])[CH2:9]2)[C:6]1=[O:37])([CH3:4])([CH3:3])[CH3:2], predict the reaction product. The product is: [C:1]([C@@H:5]1[NH:26][C:25](=[O:27])[O:24][CH2:23][CH2:22][CH2:21][CH2:20][CH2:19][CH2:18][CH2:17][C:16]2[CH:28]=[CH:29][CH:30]=[CH:31][C:15]=2[CH2:14][CH2:13][CH2:12][O:11][C@H:10]2[CH2:32][N:7]([C@H:8]([C:33]([O:35][CH3:36])=[O:34])[CH2:9]2)[C:6]1=[O:37])([CH3:4])([CH3:2])[CH3:3]. (7) Given the reactants [Cl:1][CH2:2][C@H:3]1[C:11]2[C:6](=[CH:7][C:8]([OH:16])=[C:9]3[CH:14]=[C:13]([CH3:15])[S:12][C:10]3=2)[N:5]([C:17]([O:19][C:20]([CH3:23])([CH3:22])[CH3:21])=[O:18])[CH2:4]1.[C:24](Cl)(=[O:26])[CH3:25], predict the reaction product. The product is: [C:24]([O:16][C:8]1[CH:7]=[C:6]2[C:11]([C@H:3]([CH2:2][Cl:1])[CH2:4][N:5]2[C:17]([O:19][C:20]([CH3:23])([CH3:22])[CH3:21])=[O:18])=[C:10]2[S:12][C:13]([CH3:15])=[CH:14][C:9]=12)(=[O:26])[CH3:25].